This data is from Forward reaction prediction with 1.9M reactions from USPTO patents (1976-2016). The task is: Predict the product of the given reaction. (1) Given the reactants [H-].[Na+].[CH3:3][C:4]1[CH:5]=[C:6]([CH:20]=[CH:21][C:22]=1[CH3:23])[C:7]([C:9]1[C:18](=[O:19])[C:17]2[C:12](=[CH:13][CH:14]=[CH:15][CH:16]=2)[NH:11][CH:10]=1)=[O:8].Br.BrC[C:27]1[CH:32]=[CH:31][N:30]=[CH:29][CH:28]=1.[CH3:33]N(C)C=O, predict the reaction product. The product is: [CH3:3][C:4]1[CH:5]=[C:6]([CH:20]=[CH:21][C:22]=1[CH3:23])[C:7]([CH:9]1[C:18](=[O:19])[C:17]2[C:12](=[CH:13][CH:14]=[CH:15][CH:16]=2)[N:11]([CH2:33][C:32]2[CH:31]=[N:30][CH:29]=[CH:28][CH:27]=2)[CH2:10]1)=[O:8]. (2) Given the reactants [Cl:1][C:2]1[CH:3]=[C:4]([CH:8]=[C:9]([Cl:11])[CH:10]=1)[C:5]([NH2:7])=[O:6].[Cl:12][C:13]([Cl:17])([CH3:16])[CH:14]=O.[NH:18]1[C:22]2[CH:23]=[CH:24][CH:25]=[CH:26][C:21]=2[N:20]=[N:19]1.C1(C)C=CC(S(O)(=O)=O)=CC=1, predict the reaction product. The product is: [N:18]1([CH:14]([NH:7][C:5](=[O:6])[C:4]2[CH:3]=[C:2]([Cl:1])[CH:10]=[C:9]([Cl:11])[CH:8]=2)[C:13]([Cl:17])([Cl:12])[CH3:16])[C:22]2[CH:23]=[CH:24][CH:25]=[CH:26][C:21]=2[N:20]=[N:19]1. (3) Given the reactants [Cl:1][C:2]1[CH:3]=[CH:4][C:5]2[S:9][C:8]([S:10]([NH:13][C:14]3[CH:15]=[C:16]([CH:20]=[CH:21][CH:22]=3)[C:17]([OH:19])=[O:18])(=[O:12])=[O:11])=[C:7]([CH3:23])[C:6]=2[CH:24]=1.[CH:25](O)([CH3:27])[CH3:26], predict the reaction product. The product is: [Cl:1][C:2]1[CH:3]=[CH:4][C:5]2[S:9][C:8]([S:10]([NH:13][C:14]3[CH:15]=[C:16]([CH:20]=[CH:21][CH:22]=3)[C:17]([O:19][CH:25]([CH3:27])[CH3:26])=[O:18])(=[O:12])=[O:11])=[C:7]([CH3:23])[C:6]=2[CH:24]=1. (4) Given the reactants [CH3:1][C:2]1([C:7]2[O:11][C:10]([CH2:12][N:13]3[N:17]=[C:16]([NH2:18])[CH:15]=[N:14]3)=[CH:9][CH:8]=2)[O:6]CCO1.[F:19][C:20]([F:38])([F:37])[O:21][C:22]1[CH:23]=[C:24]([C:28]2[O:32][C:31]([CH3:33])=[N:30][C:29]=2[C:34](O)=[O:35])[CH:25]=[CH:26][CH:27]=1, predict the reaction product. The product is: [C:2]([C:7]1[O:11][C:10]([CH2:12][N:13]2[N:17]=[C:16]([NH:18][C:34]([C:29]3[N:30]=[C:31]([CH3:33])[O:32][C:28]=3[C:24]3[CH:25]=[CH:26][CH:27]=[C:22]([O:21][C:20]([F:37])([F:19])[F:38])[CH:23]=3)=[O:35])[CH:15]=[N:14]2)=[CH:9][CH:8]=1)(=[O:6])[CH3:1]. (5) Given the reactants [Br:1][C:2]1[CH:3]=[C:4]2[C:9](=[C:10]([Br:19])[C:11]=1[CH2:12][N:13]1[CH2:18][CH2:17][NH:16][CH2:15][CH2:14]1)[NH:8][C:7](=[O:20])[N:6]([CH2:21][C:22]1[CH:27]=[C:26]([Cl:28])[CH:25]=[CH:24][C:23]=1[S:29]([CH2:32][CH3:33])(=[O:31])=[O:30])[C:5]2=[O:34].[CH:35](=O)[CH3:36], predict the reaction product. The product is: [Br:1][C:2]1[CH:3]=[C:4]2[C:9](=[C:10]([Br:19])[C:11]=1[CH2:12][N:13]1[CH2:18][CH2:17][N:16]([CH2:35][CH3:36])[CH2:15][CH2:14]1)[NH:8][C:7](=[O:20])[N:6]([CH2:21][C:22]1[CH:27]=[C:26]([Cl:28])[CH:25]=[CH:24][C:23]=1[S:29]([CH2:32][CH3:33])(=[O:31])=[O:30])[C:5]2=[O:34]. (6) Given the reactants C(OC1C=CC(CN)=CC=1)CCCCC.[CH2:16]([O:26][C:27]1[CH:34]=[CH:33][C:30]([C:31]#[N:32])=[CH:29][CH:28]=1)[CH2:17][CH2:18][CH2:19][CH2:20][CH2:21][CH2:22][CH2:23][CH2:24][CH3:25].[H-].[H-].[H-].[H-].[Li+].[Al+3], predict the reaction product. The product is: [CH2:16]([O:26][C:27]1[CH:34]=[CH:33][C:30]([CH2:31][NH2:32])=[CH:29][CH:28]=1)[CH2:17][CH2:18][CH2:19][CH2:20][CH2:21][CH2:22][CH2:23][CH2:24][CH3:25].